From a dataset of Catalyst prediction with 721,799 reactions and 888 catalyst types from USPTO. Predict which catalyst facilitates the given reaction. (1) Reactant: F[C:2]1[CH:7]=[CH:6][CH:5]=[C:4]([F:8])[N:3]=1.[NH2:9][CH2:10][CH:11]1[CH2:14][N:13]([C:15]([C:17]2[CH:22]=[CH:21][C:20]([S:23]([N:26]3[C:34]4[C:29](=[CH:30][CH:31]=[CH:32][CH:33]=4)[C:28]([C:35]4[CH:40]=[CH:39][CH:38]=[CH:37][CH:36]=4)=[CH:27]3)(=[O:25])=[O:24])=[CH:19][CH:18]=2)=[O:16])[CH2:12]1.C(N(CC)CC)C. Product: [F:8][C:4]1[N:3]=[C:2]([NH:9][CH2:10][CH:11]2[CH2:12][N:13]([C:15]([C:17]3[CH:18]=[CH:19][C:20]([S:23]([N:26]4[C:34]5[C:29](=[CH:30][CH:31]=[CH:32][CH:33]=5)[C:28]([C:35]5[CH:40]=[CH:39][CH:38]=[CH:37][CH:36]=5)=[CH:27]4)(=[O:25])=[O:24])=[CH:21][CH:22]=3)=[O:16])[CH2:14]2)[CH:7]=[CH:6][CH:5]=1. The catalyst class is: 12. (2) Reactant: [CH2:1]([O:8][C:9]1[CH:14]=[CH:13][C:12]([Br:15])=[CH:11][C:10]=1[N+:16]([O-])=O)[C:2]1[CH:7]=[CH:6][CH:5]=[CH:4][CH:3]=1.[NH4+].[Cl-]. Product: [CH2:1]([O:8][C:9]1[CH:14]=[CH:13][C:12]([Br:15])=[CH:11][C:10]=1[NH2:16])[C:2]1[CH:7]=[CH:6][CH:5]=[CH:4][CH:3]=1. The catalyst class is: 314.